Dataset: Drug-target binding data from BindingDB using Ki measurements. Task: Regression. Given a target protein amino acid sequence and a drug SMILES string, predict the binding affinity score between them. We predict pKi (pKi = -log10(Ki in M); higher means stronger inhibition). Dataset: bindingdb_ki. (1) The drug is O=C(N[C@@H](Cc1ccccc1)[C@H](O)CN(CCCc1ccccc1)S(=O)(=O)c1ccc2ncsc2c1)c1cccc(O)c1. The target protein sequence is PQITLWQRPIVTVKIGGQLREALLDTGADDTVLEDINLPGKWKPKMIVGIGGFVKVKQYEQVLIEICGKKAIGTVLVGPTPANIIGRNMLTQIGCTLNF. The pKi is 7.7. (2) The compound is O=c1[nH]c2ccccc2n1C1CCN(Cc2ccn(-c3ccccc3)c2)CC1. The target protein (P52703) has sequence MAPLSQLSGHLNYTCGVENSTGASQARPHAYYALSYCALILAIVFGNGLVCMAVLKERALQTTTNYLVVSLAVADLLVATLVMPWVVYLEVTGGVWNFSRVCCDVFVTLDVMMCTASILNLCAISIDRYTAVVMPVHYQHGTGQSSCRRVTLMITAVWVLAFAVSCPLLFGFNTTGDPTVCSISNPDFVIYSSVVSFYLPFGVTVLVYARIYVVLKQRRRKRILTRQNSQCNSVRPGFPQQTLSPDRAHLELKRYYSICQDTALGGPGFQERGGELKREERTRNSLSPTIAPKLSLEVRKLSNGRLSTSLKLGPLQPRGVPLREKKATQMVAIVLGAFIVCWLPFFLTHVLNTHCQTCHVSPELYSATTWLGYVNSALNPVIYTTFNIEFRKAFLKILSC. The pKi is 6.4.